From a dataset of Full USPTO retrosynthesis dataset with 1.9M reactions from patents (1976-2016). Predict the reactants needed to synthesize the given product. Given the product [C:2]([C@@H:3]([NH:25][C:26]([C:28]1([NH:34][C:35](=[O:41])[O:36][C:37]([CH3:39])([CH3:38])[CH3:40])[CH2:29][CH2:30][O:31][CH2:32][CH2:33]1)=[O:27])[CH2:4][C:5]1[CH:6]=[CH:7][C:8]([C:11]2[CH:12]=[CH:13][C:14]3[S:18][C:17](=[O:19])[N:16]([CH2:20][CH2:21][O:22][CH3:23])[C:15]=3[CH:24]=2)=[CH:9][CH:10]=1)#[N:1], predict the reactants needed to synthesize it. The reactants are: [NH2:1][C:2](=O)[C@@H:3]([NH:25][C:26]([C:28]1([NH:34][C:35](=[O:41])[O:36][C:37]([CH3:40])([CH3:39])[CH3:38])[CH2:33][CH2:32][O:31][CH2:30][CH2:29]1)=[O:27])[CH2:4][C:5]1[CH:10]=[CH:9][C:8]([C:11]2[CH:12]=[CH:13][C:14]3[S:18][C:17](=[O:19])[N:16]([CH2:20][CH2:21][O:22][CH3:23])[C:15]=3[CH:24]=2)=[CH:7][CH:6]=1.CC[N+](S(N=C(OC)[O-])(=O)=O)(CC)CC.